This data is from Forward reaction prediction with 1.9M reactions from USPTO patents (1976-2016). The task is: Predict the product of the given reaction. Given the reactants [C:1]([O:5][C:6](=[O:32])[NH:7][C:8]1[CH:13]=[CH:12][C:11]([S:14][C:15]2[CH:20]=[CH:19][C:18]([O:21][CH2:22][C:23]3[CH:28]=[CH:27][CH:26]=[CH:25][CH:24]=3)=[CH:17][C:16]=2[N+:29]([O-])=O)=[CH:10][CH:9]=1)([CH3:4])([CH3:3])[CH3:2].[Cl-].[NH4+].O1CCCC1.O, predict the reaction product. The product is: [C:1]([O:5][C:6](=[O:32])[NH:7][C:8]1[CH:9]=[CH:10][C:11]([S:14][C:15]2[CH:20]=[CH:19][C:18]([O:21][CH2:22][C:23]3[CH:24]=[CH:25][CH:26]=[CH:27][CH:28]=3)=[CH:17][C:16]=2[NH2:29])=[CH:12][CH:13]=1)([CH3:4])([CH3:2])[CH3:3].